Predict the reactants needed to synthesize the given product. From a dataset of Full USPTO retrosynthesis dataset with 1.9M reactions from patents (1976-2016). (1) Given the product [C:1]([OH:8])(=[O:7])/[CH:2]=[CH:3]\[C:4]([OH:6])=[O:5].[C:9]([OH:13])(=[O:12])[CH:10]=[CH2:11], predict the reactants needed to synthesize it. The reactants are: [C:1]([OH:8])(=[O:7])/[CH:2]=[CH:3]\[C:4]([OH:6])=[O:5].[C:9]([OH:13])(=[O:12])[CH:10]=[CH2:11]. (2) Given the product [CH3:52][O:53][CH2:54][O:19][C:12]1[CH:13]=[CH:14][C:15]2[C@@H:16]3[C@@H:7]([C@H:8]([CH2:20][CH2:21][CH2:22][CH2:23][O:24][CH2:25][CH2:26][O:27][CH2:28][CH2:29][O:30][CH2:31][CH2:32][O:33][CH2:34][C:35]4[CH:36]=[CH:37][CH:38]=[CH:39][CH:40]=4)[CH2:9][C:10]=2[CH:11]=1)[C@H:6]1[C@@:2]([CH3:1])([C@@H:3]([O:41][CH2:57][O:58][CH3:59])[CH2:4][CH2:5]1)[CH2:18][CH2:17]3, predict the reactants needed to synthesize it. The reactants are: [CH3:1][C@:2]12[CH2:18][CH2:17][C@H:16]3[C@@H:7]([C@H:8]([CH2:20][CH2:21][CH2:22][CH2:23][O:24][CH2:25][CH2:26][O:27][CH2:28][CH2:29][O:30][CH2:31][CH2:32][O:33][CH2:34][C:35]4[CH:40]=[CH:39][CH:38]=[CH:37][CH:36]=4)[CH2:9][C:10]4[CH:11]=[C:12]([OH:19])[CH:13]=[CH:14][C:15]=43)[C@@H:6]1[CH2:5][CH2:4][C@@H:3]2[OH:41].CCN(C(C)C)C(C)C.Cl[CH2:52][O:53][CH3:54].C1[CH2:59][O:58][CH2:57]C1. (3) Given the product [N:20]1([C:18]([N:10]2[CH2:11][CH2:12][C@:13]3([CH3:17])[C:14]([CH3:15])([CH3:16])[C@H:9]2[CH2:8][C:7]2[C:2]([O:1][C:26]4[CH:31]=[CH:30][CH:29]=[CH:28][CH:27]=4)=[CH:3][CH:4]=[CH:5][C:6]=23)=[O:19])[CH2:25][CH2:24][CH2:23][CH2:22][CH2:21]1, predict the reactants needed to synthesize it. The reactants are: [OH:1][C:2]1[C:7]2[CH2:8][C@@H:9]3[C:14]([CH3:16])([CH3:15])[C@:13]([CH3:17])([C:6]=2[CH:5]=[CH:4][CH:3]=1)[CH2:12][CH2:11][N:10]3[C:18]([N:20]1[CH2:25][CH2:24][CH2:23][CH2:22][CH2:21]1)=[O:19].[C:26]1(B(O)O)[CH:31]=[CH:30][CH:29]=[CH:28][CH:27]=1.N1C=CC=CC=1.